This data is from Retrosynthesis with 50K atom-mapped reactions and 10 reaction types from USPTO. The task is: Predict the reactants needed to synthesize the given product. (1) Given the product COc1cc(C(=O)O)c([N+](=O)[O-])c(OC)c1C, predict the reactants needed to synthesize it. The reactants are: COC(=O)c1cc(OC)c(C)c(OC)c1[N+](=O)[O-]. (2) The reactants are: Cc1cc(Br)c2c(c1)cc1n2CCNC1=O.OB(O)c1ccc(F)cc1. Given the product Cc1cc(-c2ccc(F)cc2)c2c(c1)cc1n2CCNC1=O, predict the reactants needed to synthesize it. (3) Given the product C[C@H]1CN(C(=O)C2CC2)c2cc(Br)ccc2N1C(=O)C(F)(F)F, predict the reactants needed to synthesize it. The reactants are: C[C@H]1CNc2cc(Br)ccc2N1C(=O)C(F)(F)F.O=C(Cl)C1CC1. (4) Given the product CC1Cc2c(N3CC[C@H](NC(=O)OC(C)(C)C)C3)ccc(F)c2O1, predict the reactants needed to synthesize it. The reactants are: CC(C)(C)OC(=O)N[C@H]1CCNC1.CC1Cc2c(OS(=O)(=O)C(F)(F)F)ccc(F)c2O1. (5) Given the product Oc1cccc(-c2nc3c(NC4CCCC4)cccn3c2-c2ccnc(NC3CCCC3)n2)c1, predict the reactants needed to synthesize it. The reactants are: COc1cccc(-c2nc3c(NC4CCCC4)cccn3c2-c2ccnc(NC3CCCC3)n2)c1. (6) Given the product CCC1CNCCCN1, predict the reactants needed to synthesize it. The reactants are: CCC1NCCCNC1=O. (7) Given the product COc1ccc(C#N)cc1N, predict the reactants needed to synthesize it. The reactants are: COc1ccc(C#N)cc1[N+](=O)[O-]. (8) The reactants are: COc1ccc(-c2cc3ccc(OC)cc3s2)cc1.COc1cccc(OC)c1C(=O)Cl. Given the product COc1ccc(-c2sc3cc(OC)ccc3c2C(=O)c2c(OC)cccc2OC)cc1, predict the reactants needed to synthesize it.